From a dataset of Full USPTO retrosynthesis dataset with 1.9M reactions from patents (1976-2016). Predict the reactants needed to synthesize the given product. (1) Given the product [S:14]1[CH:15]=[CH:16][C:12]([S:10][C:7]2[CH:8]=[CH:9][C:4]([N+:1]([O-:3])=[O:2])=[CH:5][CH:6]=2)=[CH:13]1, predict the reactants needed to synthesize it. The reactants are: [N+:1]([C:4]1[CH:9]=[CH:8][C:7]([SH:10])=[CH:6][CH:5]=1)([O-:3])=[O:2].Br[C:12]1[CH:16]=[CH:15][S:14][CH:13]=1.[OH-].[K+]. (2) Given the product [Cl:9][C:10]1[C:11]([O:8][C:3]2[CH:4]=[CH:5][CH:6]=[CH:7][C:2]=2[Cl:1])=[CH:12][C:13]2[O:18][CH:17]([C:19]([F:21])([F:22])[F:20])[C:16]([C:23]([OH:25])=[O:24])=[CH:15][C:14]=2[CH:28]=1, predict the reactants needed to synthesize it. The reactants are: [Cl:1][C:2]1[CH:7]=[CH:6][CH:5]=[CH:4][C:3]=1[OH:8].[Cl:9][C:10]1[C:11](F)=[CH:12][C:13]2[O:18][CH:17]([C:19]([F:22])([F:21])[F:20])[C:16]([C:23]([O:25]CC)=[O:24])=[CH:15][C:14]=2[CH:28]=1.